From a dataset of Forward reaction prediction with 1.9M reactions from USPTO patents (1976-2016). Predict the product of the given reaction. (1) Given the reactants [N+:1]([C:4]1[CH:5]=[C:6]([N:10]2[CH:14]=[N:13][N:12]=[N:11]2)[CH:7]=[CH:8][CH:9]=1)([O-])=O, predict the reaction product. The product is: [NH2:1][C:4]1[CH:5]=[C:6]([N:10]2[CH:14]=[N:13][N:12]=[N:11]2)[CH:7]=[CH:8][CH:9]=1. (2) Given the reactants O1CCCC1.[C:6]([C:8]1[C:9]([NH2:14])=[N:10][CH:11]=[CH:12][CH:13]=1)#[CH:7].[F:15][C:16]1[CH:17]=[C:18]([CH:31]=[CH:32][CH:33]=1)[O:19][C:20]1[N:25]=[CH:24][C:23]([CH2:26][C:27](Cl)=[N:28][OH:29])=[CH:22][CH:21]=1.C(N(CC)CC)C, predict the reaction product. The product is: [F:15][C:16]1[CH:17]=[C:18]([CH:31]=[CH:32][CH:33]=1)[O:19][C:20]1[N:25]=[CH:24][C:23]([CH2:26][C:27]2[CH:7]=[C:6]([C:8]3[C:9]([NH2:14])=[N:10][CH:11]=[CH:12][CH:13]=3)[O:29][N:28]=2)=[CH:22][CH:21]=1. (3) The product is: [N:7]1([C:10]([O:12][C:13]([CH3:16])([CH3:15])[CH3:14])=[O:11])[CH2:6][CH2:5][C:4]2([CH:3]=[CH:2][C:23]3[C:18](=[CH:19][CH:20]=[CH:21][CH:22]=3)[O:17]2)[CH2:9][CH2:8]1. Given the reactants O[CH:2]1[C:23]2[C:18](=[CH:19][CH:20]=[CH:21][CH:22]=2)[O:17][C:4]2([CH2:9][CH2:8][N:7]([C:10]([O:12][C:13]([CH3:16])([CH3:15])[CH3:14])=[O:11])[CH2:6][CH2:5]2)[CH2:3]1.O.CC1C=CC(S(O)(=O)=O)=CC=1.C(N(CC)CC)C, predict the reaction product.